The task is: Regression. Given two drug SMILES strings and cell line genomic features, predict the synergy score measuring deviation from expected non-interaction effect.. This data is from NCI-60 drug combinations with 297,098 pairs across 59 cell lines. (1) Cell line: MALME-3M. Drug 2: N.N.Cl[Pt+2]Cl. Drug 1: CN1C2=C(C=C(C=C2)N(CCCl)CCCl)N=C1CCCC(=O)O.Cl. Synergy scores: CSS=58.8, Synergy_ZIP=-2.98, Synergy_Bliss=-3.52, Synergy_Loewe=-23.9, Synergy_HSA=-2.73. (2) Drug 1: C1CCC(CC1)NC(=O)N(CCCl)N=O. Drug 2: CC1C(C(=O)NC(C(=O)N2CCCC2C(=O)N(CC(=O)N(C(C(=O)O1)C(C)C)C)C)C(C)C)NC(=O)C3=C4C(=C(C=C3)C)OC5=C(C(=O)C(=C(C5=N4)C(=O)NC6C(OC(=O)C(N(C(=O)CN(C(=O)C7CCCN7C(=O)C(NC6=O)C(C)C)C)C)C(C)C)C)N)C. Cell line: HOP-92. Synergy scores: CSS=20.4, Synergy_ZIP=1.73, Synergy_Bliss=4.92, Synergy_Loewe=5.25, Synergy_HSA=5.09. (3) Drug 1: CC1=C(C(CCC1)(C)C)C=CC(=CC=CC(=CC(=O)O)C)C. Drug 2: C1=NC(=NC(=O)N1C2C(C(C(O2)CO)O)O)N. Cell line: OVCAR3. Synergy scores: CSS=1.12, Synergy_ZIP=2.26, Synergy_Bliss=2.39, Synergy_Loewe=-20.3, Synergy_HSA=-12.6. (4) Synergy scores: CSS=10.1, Synergy_ZIP=-2.46, Synergy_Bliss=2.00, Synergy_Loewe=3.94, Synergy_HSA=3.00. Drug 1: CCC1(CC2CC(C3=C(CCN(C2)C1)C4=CC=CC=C4N3)(C5=C(C=C6C(=C5)C78CCN9C7C(C=CC9)(C(C(C8N6C=O)(C(=O)OC)O)OC(=O)C)CC)OC)C(=O)OC)O.OS(=O)(=O)O. Cell line: NCI-H226. Drug 2: CC1=C2C(C(=O)C3(C(CC4C(C3C(C(C2(C)C)(CC1OC(=O)C(C(C5=CC=CC=C5)NC(=O)OC(C)(C)C)O)O)OC(=O)C6=CC=CC=C6)(CO4)OC(=O)C)O)C)O.